Dataset: Forward reaction prediction with 1.9M reactions from USPTO patents (1976-2016). Task: Predict the product of the given reaction. (1) Given the reactants C([O:4][CH2:5][C@@H:6]1[C@@H:11]([O:12][CH2:13][C:14]2[CH:19]=[CH:18][CH:17]=[CH:16][CH:15]=2)[C@H:10]([O:20][CH2:21][C:22]2[CH:27]=[CH:26][CH:25]=[CH:24][CH:23]=2)[C@@H:9]([O:28][CH2:29][C:30]2[CH:35]=[CH:34][CH:33]=[CH:32][CH:31]=2)[C@H:8]([C:36]2[CH:41]=[C:40]([CH2:42][C:43]3[CH:48]=[CH:47][C:46]([O:49][CH2:50][CH3:51])=[CH:45][CH:44]=3)[C:39]([Cl:52])=[CH:38][C:37]=2[O:53][CH2:54][CH:55]=[CH2:56])[O:7]1)(=O)C.C[O-].[Na+].C(O)(=O)C, predict the reaction product. The product is: [CH2:54]([O:53][C:37]1[CH:38]=[C:39]([Cl:52])[C:40]([CH2:42][C:43]2[CH:44]=[CH:45][C:46]([O:49][CH2:50][CH3:51])=[CH:47][CH:48]=2)=[CH:41][C:36]=1[C@@H:8]1[O:7][C@H:6]([CH2:5][OH:4])[C@@H:11]([O:12][CH2:13][C:14]2[CH:19]=[CH:18][CH:17]=[CH:16][CH:15]=2)[C@H:10]([O:20][CH2:21][C:22]2[CH:23]=[CH:24][CH:25]=[CH:26][CH:27]=2)[C@H:9]1[O:28][CH2:29][C:30]1[CH:35]=[CH:34][CH:33]=[CH:32][CH:31]=1)[CH:55]=[CH2:56]. (2) The product is: [F:1][C:2]([F:7])([F:6])[C:3]([OH:5])=[O:4].[F:8][C:9]([F:14])([F:13])[C:10]([OH:12])=[O:11].[Cl:22][C:23]1[CH:24]=[N:25][C:26]2[NH:27][C:28]3[CH:29]=[N:30][CH:31]=[C:32]([CH:54]=3)[CH2:33][CH2:34][C:35]3[CH:43]=[C:39]([NH:40][C:41]=1[N:42]=2)[CH:38]=[CH:37][C:36]=3[NH:44][C:45](=[O:53])[CH2:46][CH:47]1[CH2:52][CH2:51][N:50]([S:63]([C:60]2[CH:59]=[CH:58][C:57]([O:56][CH3:55])=[CH:62][CH:61]=2)(=[O:65])=[O:64])[CH2:49][CH2:48]1. Given the reactants [F:1][C:2]([F:7])([F:6])[C:3]([OH:5])=[O:4].[F:8][C:9]([F:14])([F:13])[C:10]([OH:12])=[O:11].FC(F)(F)C(O)=O.[Cl:22][C:23]1[CH:24]=[N:25][C:26]2[NH:27][C:28]3[CH:29]=[N:30][CH:31]=[C:32]([CH:54]=3)[CH2:33][CH2:34][C:35]3[CH:43]=[C:39]([NH:40][C:41]=1[N:42]=2)[CH:38]=[CH:37][C:36]=3[NH:44][C:45](=[O:53])[CH2:46][CH:47]1[CH2:52][CH2:51][NH:50][CH2:49][CH2:48]1.[CH3:55][O:56][C:57]1[CH:62]=[CH:61][C:60]([S:63](Cl)(=[O:65])=[O:64])=[CH:59][CH:58]=1, predict the reaction product. (3) Given the reactants [H-].[Na+].[CH2:3]([NH:6][C:7]1[CH:12]=[CH:11][C:10]([C:13]2[CH:18]=[CH:17][C:16]([NH:19][C:20]([C:22]3[CH:27]=[C:26]([N+:28]([O-:30])=[O:29])[CH:25]=[CH:24][C:23]=3[Cl:31])=[O:21])=[CH:15][CH:14]=2)=[CH:9][CH:8]=1)[CH2:4][CH3:5].[CH3:32]I.O, predict the reaction product. The product is: [CH3:32][N:6]([C:7]1[CH:8]=[CH:9][C:10]([C:13]2[CH:14]=[CH:15][C:16]([NH:19][C:20]([C:22]3[CH:27]=[C:26]([N+:28]([O-:30])=[O:29])[CH:25]=[CH:24][C:23]=3[Cl:31])=[O:21])=[CH:17][CH:18]=2)=[CH:11][CH:12]=1)[CH2:3][CH2:4][CH3:5]. (4) Given the reactants Cl.[Cl:2][C:3]1[CH:8]=[CH:7][C:6]([C:9]([CH:11]2[CH2:16][CH2:15][NH:14][CH2:13][CH2:12]2)=[O:10])=[CH:5][CH:4]=1.[C:17]([O:21][C:22](=[O:33])[NH:23][C@H:24]1[CH2:29][CH2:28][C@H:27]([CH2:30][CH:31]=O)[CH2:26][CH2:25]1)([CH3:20])([CH3:19])[CH3:18], predict the reaction product. The product is: [C:17]([O:21][C:22](=[O:33])[NH:23][C@H:24]1[CH2:25][CH2:26][C@H:27]([CH2:30][CH2:31][N:14]2[CH2:15][CH2:16][CH:11]([C:9](=[O:10])[C:6]3[CH:7]=[CH:8][C:3]([Cl:2])=[CH:4][CH:5]=3)[CH2:12][CH2:13]2)[CH2:28][CH2:29]1)([CH3:20])([CH3:19])[CH3:18].